Dataset: Reaction yield outcomes from USPTO patents with 853,638 reactions. Task: Predict the reaction yield, written as a fraction of the theoretical maximum amount of product (1.0 means a 100% yield; for example, 0.34 means a 34% yield). (1) The reactants are [Cl:1][C:2]([Cl:36])([Cl:35])[C:3]([O:6][C:7]([N:9]1[CH:14]2[C:15]([C:27]([O:29]CC)=[O:28])=[C:16]([C:18]3[CH:23]=[CH:22][CH:21]=[C:20]([CH2:24][CH2:25][OH:26])[CH:19]=3)[CH2:17][CH:10]1[CH2:11][N:12]([C:32](=[O:34])[CH3:33])[CH2:13]2)=[O:8])([CH3:5])[CH3:4].[OH-].[Na+].Cl. The catalyst is CCO. The product is [Cl:36][C:2]([Cl:1])([Cl:35])[C:3]([O:6][C:7]([N:9]1[CH:14]2[C:15]([C:27]([OH:29])=[O:28])=[C:16]([C:18]3[CH:23]=[CH:22][CH:21]=[C:20]([CH2:24][CH2:25][OH:26])[CH:19]=3)[CH2:17][CH:10]1[CH2:11][N:12]([C:32](=[O:34])[CH3:33])[CH2:13]2)=[O:8])([CH3:4])[CH3:5]. The yield is 0.350. (2) The catalyst is CN(C)C=O. The product is [CH3:26][O:25][C:22]1[CH:23]=[C:24]2[C:19](=[CH:20][C:21]=1[O:27][CH3:28])[N:18]=[CH:17][CH:16]=[C:15]2[O:14][C:13]1[C:8]([C:39]2[CH:40]=[N:41][NH:42][CH:43]=2)=[N:9][C:10]([CH3:29])=[CH:11][CH:12]=1. The reactants are C(=O)([O-])[O-].[K+].[K+].I[C:8]1[C:13]([O:14][C:15]2[C:24]3[C:19](=[CH:20][C:21]([O:27][CH3:28])=[C:22]([O:25][CH3:26])[CH:23]=3)[N:18]=[CH:17][CH:16]=2)=[CH:12][CH:11]=[C:10]([CH3:29])[N:9]=1.CC1(C)C(C)(C)OC(B[C:39]2[CH:40]=[N:41][NH:42][CH:43]=2)O1. The yield is 0.440.